Dataset: NCI-60 drug combinations with 297,098 pairs across 59 cell lines. Task: Regression. Given two drug SMILES strings and cell line genomic features, predict the synergy score measuring deviation from expected non-interaction effect. (1) Drug 1: CCC1(CC2CC(C3=C(CCN(C2)C1)C4=CC=CC=C4N3)(C5=C(C=C6C(=C5)C78CCN9C7C(C=CC9)(C(C(C8N6C=O)(C(=O)OC)O)OC(=O)C)CC)OC)C(=O)OC)O.OS(=O)(=O)O. Drug 2: CCN(CC)CCCC(C)NC1=C2C=C(C=CC2=NC3=C1C=CC(=C3)Cl)OC. Cell line: NCI-H322M. Synergy scores: CSS=15.0, Synergy_ZIP=-1.79, Synergy_Bliss=1.13, Synergy_Loewe=3.31, Synergy_HSA=2.14. (2) Synergy scores: CSS=70.7, Synergy_ZIP=-3.00, Synergy_Bliss=-4.34, Synergy_Loewe=-5.57, Synergy_HSA=-1.72. Drug 1: C1=CC(=C2C(=C1NCCNCCO)C(=O)C3=C(C=CC(=C3C2=O)O)O)NCCNCCO. Drug 2: CC=C1C(=O)NC(C(=O)OC2CC(=O)NC(C(=O)NC(CSSCCC=C2)C(=O)N1)C(C)C)C(C)C. Cell line: SR. (3) Drug 1: CC1=CC=C(C=C1)C2=CC(=NN2C3=CC=C(C=C3)S(=O)(=O)N)C(F)(F)F. Drug 2: C1CNP(=O)(OC1)N(CCCl)CCCl. Cell line: MCF7. Synergy scores: CSS=0.453, Synergy_ZIP=0.894, Synergy_Bliss=0.627, Synergy_Loewe=-0.897, Synergy_HSA=-0.801. (4) Drug 1: CC1=CC=C(C=C1)C2=CC(=NN2C3=CC=C(C=C3)S(=O)(=O)N)C(F)(F)F. Drug 2: C1=NC(=NC(=O)N1C2C(C(C(O2)CO)O)O)N. Cell line: SNB-75. Synergy scores: CSS=8.06, Synergy_ZIP=2.96, Synergy_Bliss=0.730, Synergy_Loewe=0.230, Synergy_HSA=0.855. (5) Drug 1: C1=CC=C(C(=C1)C(C2=CC=C(C=C2)Cl)C(Cl)Cl)Cl. Drug 2: C(CC(=O)O)C(=O)CN.Cl. Cell line: SN12C. Synergy scores: CSS=8.61, Synergy_ZIP=-2.00, Synergy_Bliss=0.200, Synergy_Loewe=0.705, Synergy_HSA=0.925.